Dataset: Forward reaction prediction with 1.9M reactions from USPTO patents (1976-2016). Task: Predict the product of the given reaction. (1) Given the reactants ON=[CH:3][C:4]([NH:6][C:7]1[CH:12]=[CH:11][CH:10]=[CH:9][C:8]=1[C:13]([F:16])([F:15])[F:14])=[O:5].C(N)(=[O:19])C, predict the reaction product. The product is: [F:14][C:13]([F:16])([F:15])[C:8]1[CH:9]=[CH:10][CH:11]=[C:12]2[C:7]=1[NH:6][C:4](=[O:5])[C:3]2=[O:19]. (2) Given the reactants [H-].[Na+].CN(C)C=O.Cl[C:9]1[N:14]=[CH:13][C:12]([F:15])=[CH:11][N:10]=1.[OH:16][CH:17]1[CH2:22][CH2:21][N:20]([C:23]([C@@H:25]([NH:29][C:30](=[O:36])[O:31][C:32]([CH3:35])([CH3:34])[CH3:33])[CH:26]([CH3:28])[CH3:27])=[O:24])[CH2:19][CH2:18]1, predict the reaction product. The product is: [C:32]([O:31][C:30](=[O:36])[NH:29][C@H:25]([C:23]([N:20]1[CH2:21][CH2:22][CH:17]([O:16][C:9]2[N:14]=[CH:13][C:12]([F:15])=[CH:11][N:10]=2)[CH2:18][CH2:19]1)=[O:24])[CH:26]([CH3:28])[CH3:27])([CH3:34])([CH3:35])[CH3:33]. (3) Given the reactants Cl.[C:2]([O:6][C:7](=[O:13])[C@H:8]([CH:10]([CH3:12])[CH3:11])[NH2:9])([CH3:5])([CH3:4])[CH3:3].C(=O)(O)[O-].[Na+], predict the reaction product. The product is: [C:2]([O:6][C:7](=[O:13])[C@H:8]([CH:10]([CH3:11])[CH3:12])[NH2:9])([CH3:5])([CH3:4])[CH3:3]. (4) The product is: [OH:11][CH:10]([C:9]1[CH:12]=[CH:13][CH:14]=[C:7]([O:6][C:2]([F:15])([F:1])[CH:3]([F:4])[F:5])[CH:8]=1)[C:16]#[N:17]. Given the reactants [F:1][C:2]([F:15])([O:6][C:7]1[CH:8]=[C:9]([CH:12]=[CH:13][CH:14]=1)[CH:10]=[O:11])[CH:3]([F:5])[F:4].[C-:16]#[N:17].[K+].OS([O-])=O.[Na+], predict the reaction product. (5) Given the reactants Cl[C:2]1[CH:7]=[N:6][C:5]([Cl:8])=[CH:4][N:3]=1.[C:9]([Si:13]([CH3:29])([CH3:28])[O:14][C:15]1[CH:16]=[C:17]2[C:22](=[CH:23][CH:24]=1)[CH:21]=[C:20](B(O)O)[CH:19]=[CH:18]2)([CH3:12])([CH3:11])[CH3:10].CCO.C([O-])(O)=O.[Na+], predict the reaction product. The product is: [Si:13]([O:14][C:15]1[CH:16]=[C:17]2[C:22](=[CH:23][CH:24]=1)[CH:21]=[C:20]([C:2]1[CH:7]=[N:6][C:5]([Cl:8])=[CH:4][N:3]=1)[CH:19]=[CH:18]2)([C:9]([CH3:12])([CH3:11])[CH3:10])([CH3:29])[CH3:28]. (6) The product is: [C:1]([C:5]1[O:9][C:8]([C:10]2[CH:15]=[CH:14][CH:13]=[CH:12][C:11]=2[NH2:16])=[N:7][CH:6]=1)([CH3:4])([CH3:2])[CH3:3]. Given the reactants [C:1]([C:5]1[O:9][C:8]([C:10]2[CH:15]=[CH:14][CH:13]=[CH:12][C:11]=2[N+:16]([O-])=O)=[N:7][CH:6]=1)([CH3:4])([CH3:3])[CH3:2], predict the reaction product.